This data is from Forward reaction prediction with 1.9M reactions from USPTO patents (1976-2016). The task is: Predict the product of the given reaction. (1) Given the reactants OC(C(F)(F)F)=O.[Cl:8][C:9]1[S:21][C:12]2[NH:13][C:14](=[O:20])[C:15]([C:18]#[N:19])=[C:16]([OH:17])[C:11]=2[C:10]=1[C:22]1[CH:27]=[CH:26][C:25]([O:28][CH2:29][C:30]2([OH:36])[CH2:35][CH2:34][NH:33][CH2:32][CH2:31]2)=[CH:24][CH:23]=1.C(O[C:40]1(O[Si](C)(C)C)[CH2:42][CH2:41]1)C.[BH3-]C#N.[Na+], predict the reaction product. The product is: [Cl:8][C:9]1[S:21][C:12]2[NH:13][C:14](=[O:20])[C:15]([C:18]#[N:19])=[C:16]([OH:17])[C:11]=2[C:10]=1[C:22]1[CH:23]=[CH:24][C:25]([O:28][CH2:29][C:30]2([OH:36])[CH2:35][CH2:34][N:33]([CH:40]3[CH2:42][CH2:41]3)[CH2:32][CH2:31]2)=[CH:26][CH:27]=1. (2) Given the reactants [NH2:1][C:2]1[CH:3]=[CH:4][C:5]([F:21])=[C:6]([C@:8]2([CH3:20])[C@H:13]3[C:14]([F:18])([F:17])[CH2:15][CH2:16][C@H:12]3[O:11][C:10]([NH2:19])=[N:9]2)[CH:7]=1.[F:22][CH2:23][C:24]1[N:25]=[CH:26][C:27]([C:30](O)=[O:31])=[N:28][CH:29]=1, predict the reaction product. The product is: [NH2:19][C:10]1[O:11][C@@H:12]2[CH2:16][CH2:15][C:14]([F:17])([F:18])[C@@H:13]2[C@:8]([C:6]2[CH:7]=[C:2]([NH:1][C:30]([C:27]3[CH:26]=[N:25][C:24]([CH2:23][F:22])=[CH:29][N:28]=3)=[O:31])[CH:3]=[CH:4][C:5]=2[F:21])([CH3:20])[N:9]=1. (3) Given the reactants [CH3:1][O:2][C:3]1[CH:11]=[CH:10][CH:9]=[C:8]2[C:4]=1[CH2:5][C:6](=[O:12])[NH:7]2.I[CH2:14][CH:15]([CH3:17])[CH3:16], predict the reaction product. The product is: [CH2:14]([CH:5]1[C:4]2[C:8](=[CH:9][CH:10]=[CH:11][C:3]=2[O:2][CH3:1])[NH:7][C:6]1=[O:12])[CH:15]([CH3:17])[CH3:16]. (4) The product is: [F:37][C:38]1[CH:43]=[CH:42][C:41]([C@@H:44]2[CH2:45][C@H:46]2[C:49]([N:51]2[CH2:56][C@H:55]([C:57]3[O:61][CH:60]=[N:59][CH:58]=3)[NH:54][C:53](=[O:62])[C@@H:52]2[CH2:63][CH:64]([CH3:66])[CH3:65])=[O:50])=[CH:40][CH:39]=1. Given the reactants C([C@H]1C(=O)N[C@@H](C2OC=NC=2)CN1C(OC(C)(C)C)=O)C(C)C.FC1C=CC([C@@H]2C[C@H]2C(O)=O)=CC=1.[F:37][C:38]1[CH:43]=[CH:42][C:41]([C:44]2ON=[C:46]([C:49]([N:51]3[CH2:56][C@H:55]([C:57]4[O:61][CH:60]=[N:59][CH:58]=4)[NH:54][C:53](=[O:62])[C@@H:52]3[CH2:63][CH:64]([CH3:66])[CH3:65])=[O:50])[CH:45]=2)=[CH:40][CH:39]=1, predict the reaction product. (5) Given the reactants [NH2:1][C:2]1[N:7]=[CH:6][C:5](B(O)O)=[CH:4][C:3]=1[C:11]1[CH:12]=[C:13]2[C:18](=[CH:19][CH:20]=1)[C:17](=[O:21])[NH:16][CH2:15][CH2:14]2.Br[C:23]1[S:27][C:26]([S:28]([NH:31][CH2:32][CH3:33])(=[O:30])=[O:29])=[CH:25][CH:24]=1.C([O-])([O-])=O.[Na+].[Na+], predict the reaction product. The product is: [NH2:1][C:2]1[N:7]=[CH:6][C:5]([C:23]2[S:27][C:26]([S:28]([NH:31][CH2:32][CH3:33])(=[O:30])=[O:29])=[CH:25][CH:24]=2)=[CH:4][C:3]=1[C:11]1[CH:12]=[C:13]2[C:18](=[CH:19][CH:20]=1)[C:17](=[O:21])[NH:16][CH2:15][CH2:14]2.